Dataset: Cav3 T-type calcium channel HTS with 100,875 compounds. Task: Binary Classification. Given a drug SMILES string, predict its activity (active/inactive) in a high-throughput screening assay against a specified biological target. The result is 0 (inactive). The drug is s1nnc2cc(C(=O)N3CCCC3)ccc12.